This data is from Reaction yield outcomes from USPTO patents with 853,638 reactions. The task is: Predict the reaction yield, written as a fraction of the theoretical maximum amount of product (1.0 means a 100% yield; for example, 0.34 means a 34% yield). The product is [CH2:19]([S:7][C:8]1[CH:9]=[CH:10][C:11]([C:12]([O:14][CH3:15])=[O:13])=[CH:16][CH:17]=1)[CH:20]([CH3:22])[CH3:21]. The catalyst is CN(C=O)C. The yield is 0.830. The reactants are C(=O)([O-])[O-].[K+].[K+].[SH:7][C:8]1[CH:17]=[CH:16][C:11]([C:12]([O:14][CH3:15])=[O:13])=[CH:10][CH:9]=1.Br[CH2:19][CH:20]([CH3:22])[CH3:21].